Dataset: Reaction yield outcomes from USPTO patents with 853,638 reactions. Task: Predict the reaction yield, written as a fraction of the theoretical maximum amount of product (1.0 means a 100% yield; for example, 0.34 means a 34% yield). (1) The reactants are [O:1]1[CH:5]=[N:4][N:3]=[C:2]1[C@H:6]([NH:9]C(=O)OC(C)(C)C)[CH2:7][CH3:8].C(O)(C(F)(F)F)=O.C(=O)([O-])[O-]. The catalyst is C(Cl)Cl. The product is [O:1]1[CH:5]=[N:4][N:3]=[C:2]1[C@H:6]([NH2:9])[CH2:7][CH3:8]. The yield is 0.720. (2) The reactants are [Br:1][CH2:2][CH2:3][C:4]#[C:5][C:6]1[CH:11]=[CH:10][C:9]([CH2:12][CH2:13][CH2:14][CH3:15])=[CH:8][CH:7]=1.[N:16]1[CH:21]=[C:20]([CH3:22])[CH:19]=[C:18]([CH3:23])[CH:17]=1. The catalyst is C(#N)C. The product is [Br-:1].[CH2:12]([C:9]1[CH:10]=[CH:11][C:6]([C:5]#[C:4][CH2:3][CH2:2][N+:16]2[CH:21]=[C:20]([CH3:22])[CH:19]=[C:18]([CH3:23])[CH:17]=2)=[CH:7][CH:8]=1)[CH2:13][CH2:14][CH3:15]. The yield is 0.800. (3) The reactants are [CH3:1][N:2]([CH3:34])[CH2:3][CH2:4][CH2:5][C:6]1[CH:7]=[C:8]([NH:13][C:14]2[N:15]=[CH:16][C:17]3[CH2:18][C:19](=O)[NH:20][C:21]4[CH:28]=[C:27]([C:29]([F:32])([F:31])[F:30])[CH:26]=[CH:25][C:22]=4[C:23]=3[N:24]=2)[C:9]([CH3:12])=[N:10][CH:11]=1.P12(SP3(SP(SP(S3)(S1)=S)(=S)S2)=S)=[S:36].N1C=CC=CC=1.C(=O)([O-])[O-].[Na+].[Na+]. The catalyst is O. The product is [CH3:1][N:2]([CH3:34])[CH2:3][CH2:4][CH2:5][C:6]1[CH:7]=[C:8]([NH:13][C:14]2[N:15]=[CH:16][C:17]3[CH2:18][C:19](=[S:36])[NH:20][C:21]4[CH:28]=[C:27]([C:29]([F:32])([F:31])[F:30])[CH:26]=[CH:25][C:22]=4[C:23]=3[N:24]=2)[C:9]([CH3:12])=[N:10][CH:11]=1. The yield is 0.770. (4) The reactants are [Br:1][C:2]1[CH:14]=[C:13]2[C:5]([C:6]3[C:7](=[O:30])[C:8]4[CH:20]=[C:19]([O:21][CH2:22][C@H:23]5[CH2:27][O:26]C(C)(C)[O:24]5)[CH:18]=[CH:17][C:9]=4[C:10]([CH3:16])([CH3:15])[C:11]=3[NH:12]2)=[CH:4][CH:3]=1. The catalyst is CO.C1COCC1.Cl. The product is [Br:1][C:2]1[CH:14]=[C:13]2[C:5]([C:6]3[C:7](=[O:30])[C:8]4[CH:20]=[C:19]([O:21][CH2:22][C@H:23]([OH:24])[CH2:27][OH:26])[CH:18]=[CH:17][C:9]=4[C:10]([CH3:16])([CH3:15])[C:11]=3[NH:12]2)=[CH:4][CH:3]=1. The yield is 0.980. (5) The reactants are [F:1][C:2]1[CH:7]=[CH:6][C:5]([C:8]2[C:13]([CH:14](O)[CH2:15]C=C)=[C:12]([CH:19]([CH3:21])[CH3:20])[N:11]=[C:10]([N:22]([CH3:27])[S:23]([CH3:26])(=[O:25])=[O:24])[N:9]=2)=[CH:4][CH:3]=1.CSC.[C:31](=[O:34])([O-])[O-].[K+].[K+].C(=O)(O)[O-].[Na+]. The catalyst is CO. The product is [F:1][C:2]1[CH:7]=[CH:6][C:5]([C:8]2[C:13]([CH:14]=[CH:15][CH:31]=[O:34])=[C:12]([CH:19]([CH3:21])[CH3:20])[N:11]=[C:10]([N:22]([CH3:27])[S:23]([CH3:26])(=[O:25])=[O:24])[N:9]=2)=[CH:4][CH:3]=1. The yield is 0.950. (6) The reactants are Br[C:2]1[N:9]=[CH:8][CH:7]=[C:6]([Cl:10])[C:3]=1[CH:4]=[O:5].[C:11]12[CH2:23][CH2:22][CH2:21][CH2:20][C:19]=1[S:18][C:17]1[C:16](=[O:24])[NH:15][N:14]=[CH:13][C:12]2=1.C([O-])([O-])=O.[K+].[K+].COC1C2C(=C3C(=CC=2)C(OC)=CC=N3)N=CC=1. The catalyst is O1CCOCC1.[Cu]I. The product is [Cl:10][C:6]1[CH:7]=[CH:8][N:9]=[C:2]([N:15]2[C:16](=[O:24])[C:17]3[S:18][C:19]4[CH2:20][CH2:21][CH2:22][CH2:23][C:11]=4[C:12]=3[CH:13]=[N:14]2)[C:3]=1[CH:4]=[O:5]. The yield is 0.340. (7) The reactants are [C:1]1(=[O:7])[O:6][C:4](=[O:5])[CH2:3][CH2:2]1.[Al+3].[Cl-].[Cl-].[Cl-].[CH:12]1[C:25]2[C:26]3=[C:27]4[C:22](=[CH:23][CH:24]=2)[CH:21]=[CH:20][CH:19]=[C:18]4[CH:17]=[CH:16][C:15]3=[CH:14][CH:13]=1.Cl. The catalyst is [N+](C1C=CC=CC=1)([O-])=O. The product is [O:7]=[C:1]([C:19]1[C:18]2[C:27]3=[C:26]4[C:15](=[CH:16][CH:17]=2)[CH:14]=[CH:13][CH:12]=[C:25]4[CH:24]=[CH:23][C:22]3=[CH:21][CH:20]=1)[CH2:2][CH2:3][C:4]([OH:6])=[O:5]. The yield is 0.820.